From a dataset of Full USPTO retrosynthesis dataset with 1.9M reactions from patents (1976-2016). Predict the reactants needed to synthesize the given product. (1) Given the product [CH:24]1([C:2]2[N:3]([CH:15]([C:17]3[CH:22]=[CH:21][CH:20]=[CH:19][CH:18]=3)[CH3:16])[C:4]3[C:9]([C:10]=2[C:11]([O:13][CH3:14])=[O:12])=[CH:8][CH:7]=[CH:6][CH:5]=3)[CH2:26][CH2:25]1, predict the reactants needed to synthesize it. The reactants are: Br[C:2]1[N:3]([CH:15]([C:17]2[CH:22]=[CH:21][CH:20]=[CH:19][CH:18]=2)[CH3:16])[C:4]2[C:9]([C:10]=1[C:11]([O:13][CH3:14])=[O:12])=[CH:8][CH:7]=[CH:6][CH:5]=2.[Br-].[CH:24]1([Zn+])[CH2:26][CH2:25]1. (2) Given the product [NH:16]1[C:17]2[C:13](=[CH:12][C:11]([C:9]3[S:1][C:2]4[C:7]([N:8]=3)=[CH:6][CH:5]=[C:4]([C:20]3([C:23]5[CH:28]=[CH:27][CH:26]=[CH:25][CH:24]=5)[CH2:22][CH2:21]3)[N:3]=4)=[CH:19][CH:18]=2)[CH:14]=[CH:15]1, predict the reactants needed to synthesize it. The reactants are: [SH:1][C:2]1[C:7]([NH:8][C:9]([C:11]2[CH:12]=[C:13]3[C:17](=[CH:18][CH:19]=2)[NH:16][CH:15]=[CH:14]3)=O)=[CH:6][CH:5]=[C:4]([C:20]2([C:23]3[CH:28]=[CH:27][CH:26]=[CH:25][CH:24]=3)[CH2:22][CH2:21]2)[N:3]=1.C1(C)C=CC=CC=1.C12(CS(O)(=O)=O)C(C)(C)C(CC1)CC2=O.